From a dataset of Catalyst prediction with 721,799 reactions and 888 catalyst types from USPTO. Predict which catalyst facilitates the given reaction. (1) Reactant: [OH-].[Li+].[CH3:3][O:4][CH:5]1[CH2:10][CH2:9][N:8]([C:11]2[N:16]=[C:15]([C:17]([NH:19][C:20]3[C:29]([CH3:30])=[CH:28][C:23]([C:24]([O:26]C)=[O:25])=[CH:22][C:21]=3[CH3:31])=[O:18])[C:14]([CH3:32])=[CH:13][CH:12]=2)[CH2:7][CH2:6]1.O.CO. Product: [CH3:3][O:4][CH:5]1[CH2:10][CH2:9][N:8]([C:11]2[N:16]=[C:15]([C:17]([NH:19][C:20]3[C:21]([CH3:31])=[CH:22][C:23]([C:24]([OH:26])=[O:25])=[CH:28][C:29]=3[CH3:30])=[O:18])[C:14]([CH3:32])=[CH:13][CH:12]=2)[CH2:7][CH2:6]1. The catalyst class is: 1. (2) Reactant: [CH3:1][CH:2]([CH3:8])[CH2:3][CH2:4][C:5](O)=[O:6].C(OC([N:16]1[CH2:21][CH2:20][NH:19][CH2:18][C@@H:17]1[C@@H:22]([OH:34])[C@H:23]([NH2:33])[CH2:24][C:25]1[CH:30]=[C:29]([F:31])[CH:28]=[C:27]([F:32])[CH:26]=1)=O)(C)(C)C.[ClH:35].CN(C)[CH2:38][CH2:39][CH2:40]N=C=NCC.[OH:47][C:48]1C2N=NNC=2C=[CH:50][CH:49]=1.C(N(CC)CC)C. Product: [ClH:35].[F:31][C:29]1[CH:30]=[C:25]([CH:26]=[C:27]([F:32])[CH:28]=1)[CH2:24][C@H:23]([NH:33][C:48](=[O:47])[CH2:49][CH2:50][CH:39]([CH3:38])[CH3:40])[C@@H:22]([OH:34])[C@H:17]1[CH2:18][N:19]([C:5](=[O:6])[CH2:4][CH2:3][CH:2]([CH3:8])[CH3:1])[CH2:20][CH2:21][NH:16]1. The catalyst class is: 119. (3) Reactant: Br[C:2]1[C:3]([C:16]2[CH:21]=[CH:20][CH:19]=[CH:18][CH:17]=2)=[N:4][C:5]2[C:10]([N:11]=1)=[CH:9][C:8]([C:12]([O:14][CH3:15])=[O:13])=[CH:7][CH:6]=2.[C:22]1([N:28]2[CH2:33][CH2:32][NH:31][CH2:30][CH2:29]2)[CH:27]=[CH:26][CH:25]=[CH:24][CH:23]=1.CCN(C(C)C)C(C)C. Product: [C:16]1([C:3]2[C:2]([N:31]3[CH2:32][CH2:33][N:28]([C:22]4[CH:27]=[CH:26][CH:25]=[CH:24][CH:23]=4)[CH2:29][CH2:30]3)=[N:11][C:10]3[C:5](=[CH:6][CH:7]=[C:8]([C:12]([O:14][CH3:15])=[O:13])[CH:9]=3)[N:4]=2)[CH:21]=[CH:20][CH:19]=[CH:18][CH:17]=1. The catalyst class is: 3.